From a dataset of Reaction yield outcomes from USPTO patents with 853,638 reactions. Predict the reaction yield, written as a fraction of the theoretical maximum amount of product (1.0 means a 100% yield; for example, 0.34 means a 34% yield). (1) The reactants are [H-].[Al+3].[Li+].[H-].[H-].[H-].[NH2:7][C:8]1[C:18]([N+:19]([O-])=O)=[CH:17][CH:16]=[CH:15][C:9]=1[C:10]([N:12]([CH3:14])[CH3:13])=O.[OH-].[Na+].[O-]S([O-])(=O)=O.[Na+].[Na+]. The catalyst is C1COCC1.O. The product is [CH3:14][N:12]([CH2:10][C:9]1[CH:15]=[CH:16][CH:17]=[C:18]([NH2:19])[C:8]=1[NH2:7])[CH3:13]. The yield is 0.910. (2) The reactants are [Li+].C[Si]([N-][Si](C)(C)C)(C)C.[CH3:11][O:12][C:13]([C:15]1([CH2:29][O:30][CH2:31][C:32]2[CH:37]=[CH:36][C:35]([O:38][CH3:39])=[CH:34][CH:33]=2)[CH2:19][C:18](=[O:20])[N:17]([C:21]2[C:26]([CH3:27])=[CH:25][CH:24]=[CH:23][C:22]=2[CH3:28])[CH2:16]1)=[O:14].I[CH3:41].[NH4+].[Cl-]. The catalyst is C1COCC1. The product is [CH3:11][O:12][C:13]([C:15]1([CH2:29][O:30][CH2:31][C:32]2[CH:37]=[CH:36][C:35]([O:38][CH3:39])=[CH:34][CH:33]=2)[CH:19]([CH3:41])[C:18](=[O:20])[N:17]([C:21]2[C:26]([CH3:27])=[CH:25][CH:24]=[CH:23][C:22]=2[CH3:28])[CH2:16]1)=[O:14]. The yield is 0.930.